Dataset: Reaction yield outcomes from USPTO patents with 853,638 reactions. Task: Predict the reaction yield, written as a fraction of the theoretical maximum amount of product (1.0 means a 100% yield; for example, 0.34 means a 34% yield). (1) The reactants are [OH:1][C:2]1[C:3]([N+:29]([O-:31])=[O:30])=[CH:4][C:5]2[CH2:6][C@H:7]3[N:18]([C:19]([O:21][CH2:22][C:23]4[CH:28]=[CH:27][CH:26]=[CH:25][CH:24]=4)=[O:20])[CH2:17][CH2:16][C@@:13]4([C:14]=2[CH:15]=1)[C@H:8]3[CH2:9][CH2:10][CH2:11][CH2:12]4.C([O-])([O-])=O.[K+].[K+].[CH2:38](Br)[C:39]1[CH:44]=[CH:43][CH:42]=[CH:41][CH:40]=1. The catalyst is CN(C=O)C. The product is [CH2:38]([O:1][C:2]1[C:3]([N+:29]([O-:31])=[O:30])=[CH:4][C:5]2[CH2:6][C@H:7]3[N:18]([C:19]([O:21][CH2:22][C:23]4[CH:24]=[CH:25][CH:26]=[CH:27][CH:28]=4)=[O:20])[CH2:17][CH2:16][C@@:13]4([C:14]=2[CH:15]=1)[C@H:8]3[CH2:9][CH2:10][CH2:11][CH2:12]4)[C:39]1[CH:44]=[CH:43][CH:42]=[CH:41][CH:40]=1. The yield is 0.990. (2) The reactants are [NH:1]1[CH:5]=[C:4]([C:6]2[CH:11]=[CH:10][N:9]=[C:8]3[N:12]([CH2:15][O:16][CH2:17][CH2:18][Si:19]([CH3:22])([CH3:21])[CH3:20])[CH:13]=[CH:14][C:7]=23)[CH:3]=[N:2]1.[C:23]([C:25]1[CH:26]=[C:27](B(O)O)[CH:28]=[CH:29][CH:30]=1)#[N:24].CN(C=O)C.N1C=CC=CC=1. The catalyst is C(OCC)(=O)C.C([O-])(=O)C.C([O-])(=O)C.[Cu+2]. The product is [CH3:20][Si:19]([CH3:22])([CH3:21])[CH2:18][CH2:17][O:16][CH2:15][N:12]1[C:8]2=[N:9][CH:10]=[CH:11][C:6]([C:4]3[CH:5]=[N:1][N:2]([C:29]4[CH:30]=[C:25]([CH:26]=[CH:27][CH:28]=4)[C:23]#[N:24])[CH:3]=3)=[C:7]2[CH:14]=[CH:13]1. The yield is 0.920. (3) The reactants are [OH:1][C:2]1[CH:3]=[C:4]([C:13]([C:16]2[CH:17]=[C:18]([NH:22][C:23]([C:25]3[NH:26][C:27]4[C:32]([CH:33]=3)=[CH:31][CH:30]=[C:29]([NH:34][S:35]([CH3:38])(=[O:37])=[O:36])[CH:28]=4)=[O:24])[CH:19]=[CH:20][CH:21]=2)([CH3:15])[CH3:14])[CH:5]=[C:6]([O:8][C:9]([F:12])([F:11])[F:10])[CH:7]=1.[C:39]([O-])([O-])=O.[K+].[K+].I[CH2:46][C:47]([NH2:49])=[O:48].O.C[N:52]([CH:54]=[O:55])C. No catalyst specified. The product is [NH2:49][C:47](=[O:48])[CH2:46][N:34]([C:29]1[CH:28]=[C:27]2[C:32]([CH:33]=[C:25]([C:23]([NH:22][C:18]3[CH:19]=[CH:20][CH:21]=[C:16]([C:13]([C:4]4[CH:5]=[C:6]([O:8][C:9]([F:10])([F:12])[F:11])[CH:7]=[C:2]([OH:1])[CH:3]=4)([CH3:15])[CH3:14])[CH:17]=3)=[O:24])[NH:26]2)=[CH:31][CH:30]=1)[S:35]([CH3:38])(=[O:36])=[O:37].[NH2:49][C:47](=[O:48])[CH2:46][O:1][C:2]1[CH:3]=[C:4]([C:13]([C:16]2[CH:17]=[C:18]([NH:22][C:23]([C:25]3[NH:26][C:27]4[C:32]([CH:33]=3)=[CH:31][CH:30]=[C:29]([N:34]([CH2:39][C:54]([NH2:52])=[O:55])[S:35]([CH3:38])(=[O:36])=[O:37])[CH:28]=4)=[O:24])[CH:19]=[CH:20][CH:21]=2)([CH3:15])[CH3:14])[CH:5]=[C:6]([O:8][C:9]([F:10])([F:12])[F:11])[CH:7]=1. The yield is 0.130. (4) The reactants are [CH3:1][C:2]1[C:15]2[C:6](=[CH:7][N:8]=[C:9]3[C:14]=2[C:13](=O)[CH2:12][CH:11]=[CH:10]3)[CH:5]=[CH:4][CH:3]=1.P(Cl)(Cl)(Cl)(Cl)[Cl:18].P(Cl)(Cl)(Cl)=O. The catalyst is C1(C)C=CC=CC=1. The product is [Cl:18][C:7]1[N:8]=[C:9]2[C:14](=[C:15]3[C:6]=1[CH:5]=[CH:4][CH:3]=[C:2]3[CH3:1])[CH:13]=[CH:12][CH:11]=[CH:10]2. The yield is 0.950. (5) The reactants are CCN(P1(N(C)CCCN1C)=NC(C)(C)C)CC.[F:19][C:20]1[CH:27]=[C:26]([OH:28])[CH:25]=[C:24]([F:29])[C:21]=1[CH2:22][OH:23].Cl[CH2:31][C:32]1[C:33]([CH3:38])=[N:34][O:35][C:36]=1[CH3:37]. The catalyst is C(#N)C. The product is [CH3:38][C:33]1[C:32]([CH2:31][O:28][C:26]2[CH:27]=[C:20]([F:19])[C:21]([CH2:22][OH:23])=[C:24]([F:29])[CH:25]=2)=[C:36]([CH3:37])[O:35][N:34]=1. The yield is 0.850. (6) The reactants are [O:1]=[C:2]1[C:7]([CH2:8][C:9]2[CH:16]=[CH:15][C:12]([C:13]#[N:14])=[CH:11][CH:10]=2)=[CH:6][NH:5][C:4](=[S:17])[NH:3]1.C([O-])([O-])=O.[K+].[K+].[Cl:24][C:25]1[CH:30]=[CH:29][C:28]([O:31][C:32]2[CH:37]=[CH:36][C:35]([CH2:38]Cl)=[CH:34][CH:33]=2)=[CH:27][C:26]=1[C:40]([F:43])([F:42])[F:41]. The yield is 0.314. The product is [Cl:24][C:25]1[CH:30]=[CH:29][C:28]([O:31][C:32]2[CH:33]=[CH:34][C:35]([CH2:38][S:17][C:4]3[NH:5][CH:6]=[C:7]([CH2:8][C:9]4[CH:16]=[CH:15][C:12]([C:13]#[N:14])=[CH:11][CH:10]=4)[C:2](=[O:1])[N:3]=3)=[CH:36][CH:37]=2)=[CH:27][C:26]=1[C:40]([F:41])([F:42])[F:43]. The catalyst is CC(C)=O.